This data is from Forward reaction prediction with 1.9M reactions from USPTO patents (1976-2016). The task is: Predict the product of the given reaction. (1) Given the reactants [CH:1]1([N:7]([CH2:21][C:22](OCC)=[O:23])[CH:8]2[CH2:13][CH2:12][N:11]([C:14]([O:16][C:17]([CH3:20])([CH3:19])[CH3:18])=[O:15])[CH2:10][CH2:9]2)[CH2:6][CH2:5][CH2:4][CH2:3][CH2:2]1.Cl.[CH3:28][NH:29][O:30][CH3:31].C([Mg]Cl)(C)C.C([Mg])(C)C, predict the reaction product. The product is: [CH:1]1([N:7]([CH2:21][C:22]([N:29]([O:30][CH3:31])[CH3:28])=[O:23])[CH:8]2[CH2:13][CH2:12][N:11]([C:14]([O:16][C:17]([CH3:20])([CH3:19])[CH3:18])=[O:15])[CH2:10][CH2:9]2)[CH2:6][CH2:5][CH2:4][CH2:3][CH2:2]1. (2) Given the reactants [C:1]([C:4]1[CH:9]=[CH:8][C:7]([B:10]([OH:12])[OH:11])=[C:6]([O:13][CH3:14])[CH:5]=1)([OH:3])=O.[CH:15]([NH2:18])([CH3:17])[CH3:16], predict the reaction product. The product is: [CH:15]([NH:18][C:1]([C:4]1[CH:9]=[CH:8][C:7]([B:10]([OH:12])[OH:11])=[C:6]([O:13][CH3:14])[CH:5]=1)=[O:3])([CH3:17])[CH3:16]. (3) Given the reactants [OH:1]N1[C:6](=O)[C:5]2=[CH:8][CH:9]=[CH:10][CH:11]=[C:4]2[C:3]1=[O:12].[O-]O.[C:15]1([CH:21](C)[CH3:22])C=[CH:19][CH:18]=[CH:17][CH:16]=1.[CH2:24]1[CH2:38][CH2:37][CH2:36][CH2:35][CH2:34][CH2:33][CH2:32][CH2:31][CH2:30][CH2:29][CH2:28][CH2:27][CH2:26][CH2:25]1.O=O, predict the reaction product. The product is: [CH:3]1([OH:12])[CH2:4][CH2:11][CH2:10][CH2:9][CH2:8][CH2:5][CH2:6][CH2:19][CH2:18][CH2:17][CH2:16][CH2:15][CH2:21][CH2:22]1.[C:24]1(=[O:1])[CH2:38][CH2:37][CH2:36][CH2:35][CH2:34][CH2:33][CH2:32][CH2:31][CH2:30][CH2:29][CH2:28][CH2:27][CH2:26][CH2:25]1.[CH2:24]1[CH2:38][CH2:37][CH2:36][CH2:35][CH2:34][CH2:33][CH2:32][CH2:31][CH2:30][CH2:29][CH2:28][CH2:27][CH2:26][CH2:25]1. (4) Given the reactants [OH:1][C:2]1[C:7](=[O:8])[CH:6]=[CH:5][N:4]([CH3:9])[C:3]=1[CH3:10].[N+:11]([C:14]1[CH:19]=[C:18]([N+:20]([O-:22])=[O:21])[CH:17]=[CH:16][C:15]=1[S:23](Cl)(=[O:25])=[O:24])([O-:13])=[O:12], predict the reaction product. The product is: [N+:11]([C:14]1[CH:19]=[C:18]([N+:20]([O-:22])=[O:21])[CH:17]=[CH:16][C:15]=1[S:23]([O:1][C:2]1[C:7](=[O:8])[CH:6]=[CH:5][N:4]([CH3:9])[C:3]=1[CH3:10])(=[O:25])=[O:24])([O-:13])=[O:12]. (5) Given the reactants [F:1][C:2]([F:6])([F:5])[CH2:3][NH2:4].[C:7]([N:15]=[C:16]=[S:17])(=[O:14])[C:8]1[CH:13]=[CH:12][CH:11]=[CH:10][CH:9]=1, predict the reaction product. The product is: [C:7]([NH:15][C:16]([NH:4][CH2:3][C:2]([F:6])([F:5])[F:1])=[S:17])(=[O:14])[C:8]1[CH:13]=[CH:12][CH:11]=[CH:10][CH:9]=1. (6) The product is: [CH2:1]([C:3]1[N:13]([CH2:14][C:15]2[CH:28]=[CH:27][C:18]([C:19](=[N:30][OH:31])[C:21]3[CH:26]=[CH:25][CH:24]=[CH:23][CH:22]=3)=[CH:17][CH:16]=2)[C:6]2=[N:7][C:8]([CH3:12])=[CH:9][C:10]([CH3:11])=[C:5]2[N:4]=1)[CH3:2]. Given the reactants [CH2:1]([C:3]1[N:13]([CH2:14][C:15]2[CH:28]=[CH:27][C:18]([C:19]([C:21]3[CH:26]=[CH:25][CH:24]=[CH:23][CH:22]=3)=O)=[CH:17][CH:16]=2)[C:6]2=[N:7][C:8]([CH3:12])=[CH:9][C:10]([CH3:11])=[C:5]2[N:4]=1)[CH3:2].Cl.[NH2:30][OH:31].N1C=CC=CC=1, predict the reaction product. (7) Given the reactants [NH2:1][C:2]1[CH:7]=[CH:6][C:5]([CH:8]([CH3:12])[C:9]([OH:11])=[O:10])=[CH:4][C:3]=1[N+:13]([O-])=O, predict the reaction product. The product is: [NH2:13][C:3]1[CH:4]=[C:5]([CH:8]([CH3:12])[C:9]([OH:11])=[O:10])[CH:6]=[CH:7][C:2]=1[NH2:1].